From a dataset of Reaction yield outcomes from USPTO patents with 853,638 reactions. Predict the reaction yield, written as a fraction of the theoretical maximum amount of product (1.0 means a 100% yield; for example, 0.34 means a 34% yield). The reactants are [C:1]([O:5][C:6]([N:8]1[CH2:13][CH2:12][CH2:11][C@@H:10]([C@@:14]([C:22]2[CH:23]=[C:24]([CH:28]=[CH:29][CH:30]=2)[C:25](O)=[O:26])([OH:21])[CH2:15][CH2:16][CH2:17][CH2:18][O:19][CH3:20])[CH2:9]1)=[O:7])([CH3:4])([CH3:3])[CH3:2].C(Cl)(=O)C(Cl)=O.[NH4+:37].[OH-].O. The catalyst is C(Cl)Cl.CN(C=O)C. The product is [C:25]([C:24]1[CH:23]=[C:22]([C@:14]([C@@H:10]2[CH2:11][CH2:12][CH2:13][N:8]([C:6]([O:5][C:1]([CH3:4])([CH3:3])[CH3:2])=[O:7])[CH2:9]2)([OH:21])[CH2:15][CH2:16][CH2:17][CH2:18][O:19][CH3:20])[CH:30]=[CH:29][CH:28]=1)(=[O:26])[NH2:37]. The yield is 0.520.